This data is from Reaction yield outcomes from USPTO patents with 853,638 reactions. The task is: Predict the reaction yield, written as a fraction of the theoretical maximum amount of product (1.0 means a 100% yield; for example, 0.34 means a 34% yield). (1) The reactants are [Br:1][C:2]1[N:7]=[CH:6][C:5]([NH2:8])=[C:4]([C:9]2[C:10](F)=[N:11][CH:12]=[CH:13][CH:14]=2)[CH:3]=1.C[Si]([N-][Si](C)(C)C)(C)C.[Na+].[F-].[K+]. The catalyst is C1COCC1. The product is [Br:1][C:2]1[N:7]=[CH:6][C:5]2[NH:8][C:10]3[N:11]=[CH:12][CH:13]=[CH:14][C:9]=3[C:4]=2[CH:3]=1. The yield is 0.750. (2) The reactants are [CH3:1][C:2]1[C:6]([CH2:7][N:8]2[CH:12]=[C:11]([N:13]3[C:17](=[O:18])[N:16]([CH3:19])[N:15]([CH3:20])[C:14]3=[O:21])[CH:10]=[N:9]2)=[C:5]([CH3:22])[O:4][N:3]=1.C(Br)[C:24]1[CH:29]=[CH:28][CH:27]=[CH:26][CH:25]=1. No catalyst specified. The product is [CH2:20]([N:15]1[C:14](=[O:21])[N:13]([C:11]2[CH:10]=[N:9][N:8]([CH2:7][C:6]3[C:2]([CH3:1])=[N:3][O:4][C:5]=3[CH3:22])[CH:12]=2)[C:17](=[O:18])[N:16]1[CH2:19][C:24]1[CH:25]=[CH:26][CH:27]=[CH:28][CH:29]=1)[C:24]1[CH:29]=[CH:28][CH:27]=[CH:26][CH:25]=1. The yield is 0.690. (3) The reactants are [C:1]1([C:15]2[CH:20]=[CH:19][CH:18]=[CH:17][CH:16]=2)[CH:6]=[CH:5][C:4]([C:7]([CH:9]2[NH:13][C:12](=[O:14])[CH2:11][CH2:10]2)=O)=[CH:3][CH:2]=1.OS(O)(=O)=O.[H][H]. The catalyst is C1COCC1.CO.C1(C)C=CC=CC=1.[Pd]. The product is [C:1]1([C:15]2[CH:16]=[CH:17][CH:18]=[CH:19][CH:20]=2)[CH:2]=[CH:3][C:4]([CH2:7][CH:9]2[NH:13][C:12](=[O:14])[CH2:11][CH2:10]2)=[CH:5][CH:6]=1. The yield is 0.965. (4) The reactants are C([O:8][CH2:9][CH:10]1[O:24][C:14]2=[C:15]3[C:20](=[CH:21][CH:22]=[C:13]2[O:12][CH2:11]1)[N:19]=[C:18]([CH3:23])[CH:17]=[CH:16]3)C1C=CC=CC=1. The catalyst is C(Cl)Cl. The product is [CH3:23][C:18]1[CH:17]=[CH:16][C:15]2[C:20](=[CH:21][CH:22]=[C:13]3[O:12][CH2:11][CH:10]([CH2:9][OH:8])[O:24][C:14]3=2)[N:19]=1. The yield is 0.680. (5) The reactants are [O:1]([C:8]1[CH:28]=[CH:27][C:11]([O:12][C:13]2[CH:18]=[CH:17][N:16]=[CH:15][C:14]=2[C:19]2[CH:20]=[C:21]([CH2:25][NH2:26])[CH:22]=[CH:23][CH:24]=2)=[CH:10][CH:9]=1)[C:2]1[CH:7]=[CH:6][CH:5]=[CH:4][CH:3]=1.[C:29](O)(=[O:33])/[CH:30]=[CH:31]/[CH3:32]. No catalyst specified. The product is [O:1]([C:8]1[CH:9]=[CH:10][C:11]([O:12][C:13]2[CH:18]=[CH:17][N:16]=[CH:15][C:14]=2[C:19]2[CH:20]=[C:21]([CH:22]=[CH:23][CH:24]=2)[CH2:25][NH:26][C:29](=[O:33])/[CH:30]=[CH:31]/[CH3:32])=[CH:27][CH:28]=1)[C:2]1[CH:7]=[CH:6][CH:5]=[CH:4][CH:3]=1. The yield is 0.720. (6) The reactants are [NH2:1][C:2]1[CH:3]=[C:4]([OH:12])[C:5](=[CH:10][CH:11]=1)[C:6]([O:8][CH3:9])=[O:7].[Cl:13][C:14]1[CH:19]=[CH:18][C:17]([S:20](Cl)(=[O:22])=[O:21])=[CH:16][CH:15]=1. The product is [Cl:13][C:14]1[CH:19]=[CH:18][C:17]([S:20]([NH:1][C:2]2[CH:11]=[CH:10][C:5]([C:6]([O:8][CH3:9])=[O:7])=[C:4]([OH:12])[CH:3]=2)(=[O:22])=[O:21])=[CH:16][CH:15]=1. No catalyst specified. The yield is 0.680. (7) The reactants are [OH:1][C:2]1[CH:9]=[CH:8][C:5]([CH:6]=[O:7])=[CH:4][CH:3]=1.C(Cl)Cl.N1C=CC=CC=1.Cl[C:20]([O:22][CH:23]([CH3:25])[CH3:24])=[O:21]. The catalyst is C1(C)C=CC=CC=1.CC(OC)(C)C.O. The product is [C:20](=[O:21])([O:22][CH:23]([CH3:25])[CH3:24])[O:1][C:2]1[CH:9]=[CH:8][C:5]([CH:6]=[O:7])=[CH:4][CH:3]=1. The yield is 1.00. (8) The reactants are [C:1]([C:4]1[C:9]([F:10])=[CH:8][NH+:7]=[CH:6][C:5]=1[CH:11]1[CH2:13][CH2:12]1)([OH:3])=O.FC(F)(F)C([O-])=O.Br.[N:22]1([C:28]([NH2:30])=[NH:29])[CH2:27][CH2:26][O:25][CH2:24][CH2:23]1. No catalyst specified. The product is [CH:11]1([C:5]2[CH:6]=[N:7][CH:8]=[C:9]([F:10])[C:4]=2[C:1]([NH:30][C:28](=[NH:29])[N:22]2[CH2:27][CH2:26][O:25][CH2:24][CH2:23]2)=[O:3])[CH2:13][CH2:12]1. The yield is 0.840.